From a dataset of Reaction yield outcomes from USPTO patents with 853,638 reactions. Predict the reaction yield, written as a fraction of the theoretical maximum amount of product (1.0 means a 100% yield; for example, 0.34 means a 34% yield). (1) The reactants are [C:1]1([C:18]2[CH:23]=[CH:22][CH:21]=[CH:20][CH:19]=2)[CH:6]=[CH:5][CH:4]=[C:3]([C:7]2[C:8]([F:17])=[C:9]([O:15]C)[C:10]([O:13]C)=[N:11][CH:12]=2)[CH:2]=1.B(Br)(Br)Br. The catalyst is C(Cl)Cl. The product is [C:1]1([C:18]2[CH:23]=[CH:22][CH:21]=[CH:20][CH:19]=2)[CH:6]=[CH:5][CH:4]=[C:3]([C:7]2[C:8]([F:17])=[C:9]([OH:15])[C:10](=[O:13])[NH:11][CH:12]=2)[CH:2]=1. The yield is 0.880. (2) The reactants are Cl[C:2]1[C:3]2[CH:4]=[C:5]([CH:11]=[O:12])[NH:6][C:7]=2[CH2:8][CH2:9][CH:10]=1.S(=O)(=O)(O)[OH:14]. No catalyst specified. The product is [O:14]=[C:2]1[CH2:10][CH2:9][CH2:8][C:7]2[NH:6][C:5]([CH:11]=[O:12])=[CH:4][C:3]1=2. The yield is 0.890.